Dataset: TCR-epitope binding with 47,182 pairs between 192 epitopes and 23,139 TCRs. Task: Binary Classification. Given a T-cell receptor sequence (or CDR3 region) and an epitope sequence, predict whether binding occurs between them. (1) The epitope is LLALHRSYL. The TCR CDR3 sequence is CASSLSSDLTYEQYF. Result: 0 (the TCR does not bind to the epitope). (2) The epitope is RQLLFVVEV. The TCR CDR3 sequence is CASSYDSRPYEQYF. Result: 1 (the TCR binds to the epitope). (3) The epitope is NQKLIANQF. The TCR CDR3 sequence is CASSQDTGGGNYGYTF. Result: 1 (the TCR binds to the epitope). (4) The epitope is YLNTLTLAV. The TCR CDR3 sequence is CASSFFAGVEQFF. Result: 1 (the TCR binds to the epitope). (5) The epitope is SFHSLHLLF. The TCR CDR3 sequence is CASSTLGLAGGSFF. Result: 0 (the TCR does not bind to the epitope). (6) The epitope is TPINLVRDL. The TCR CDR3 sequence is CSVEGTSGASYNEQFF. Result: 1 (the TCR binds to the epitope). (7) The epitope is KRWIILGLNK. The TCR CDR3 sequence is CASTRGTRHRGLFF. Result: 0 (the TCR does not bind to the epitope). (8) The TCR CDR3 sequence is CASSLIGVGLTDTQYF. Result: 0 (the TCR does not bind to the epitope). The epitope is WICLLQFAY. (9) Result: 1 (the TCR binds to the epitope). The epitope is TLDSKTQSL. The TCR CDR3 sequence is CASSLAGMRDRTYTGELFF. (10) The epitope is KLWAQCVQL. The TCR CDR3 sequence is CASSPTNRPEQFF. Result: 1 (the TCR binds to the epitope).